This data is from Experimentally validated miRNA-target interactions with 360,000+ pairs, plus equal number of negative samples. The task is: Binary Classification. Given a miRNA mature sequence and a target amino acid sequence, predict their likelihood of interaction. (1) The miRNA is hsa-miR-4722-5p with sequence GGCAGGAGGGCUGUGCCAGGUUG. The protein sequence of the target gene is MKTRQNKDSMSMRSGRKKEAPGPREELRSRGRASPGGVSTSSSDGKAEKSRQTAKKARVEEASTPKVNKQGRSEEISESESEETNAPKKTKTEQELPRPQSPSDLDSLDGRSLNDDGSSDPRDIDQDNRSTSPSIYSPGSVENDSDSSSGLSQGPARPYHPPPLFPPSPQPPDSTPRQPEASFEPHPSVTPTGYHAPMEPPTSRMFQAPPGAPPPHPQLYPGGTGGVLSGPPMGPKGGGAASSVGGPNGGKQHPPPTTPISVSSSGASGAPPTKPPTTPVGGGNLPSAPPPANFPHVTPN.... Result: 0 (no interaction). (2) The miRNA is hsa-miR-1295b-3p with sequence AAUAGGCCACGGAUCUGGGCAA. The protein sequence of the target gene is MSEKKLETTAQQRKCPEWMNVQNKRCAVEERKACVRKSVFEDDLPFLEFTGSIVYSYDASDCSFLSEDISMSLSDGDVVGFDMEWPPLYNRGKLGKVALIQLCVSESKCYLFHVSSMSVFPQGLKMLLENKAVKKAGVGIEGDQWKLLRDFDIKLKNFVELTDVANKKLKCTETWSLNSLVKHLLGKQLLKDKSIRCSNWSKFPLTEDQKLYAATDAYAGFIIYRNLEILDDTVQRFAINKEEEILLSDMNKQLTSISEEVMDLAKHLPHAFSKLENPRRVSILLKDISENLYSLRRMII.... Result: 1 (interaction). (3) The miRNA is mmu-miR-466o-3p with sequence UACAUACAUGCACACAUAAGAC. The protein sequence of the target gene is MSQVLFQQLVPLLVKCKDCEERRGSVRVSIELQSLSNPVHRKDLVIRLTDDTDPFFLYNLVISEEDFQSLKLQQGLLVDFLAFPQKFIDLLQQCMQEHAKETPRFLLQLLSSATLLENSPVLLNVVETNPFKHLIHLSLKLLPGNDVEIKKFLAGCLKCSKEEKLSLTRSLDDVTRQLHITQETLSEKMQELDKLRSEWASHTASLTNKHSQELTAEKEKALQTQVQCQQQHEQQKKELETLHQRNIHQLQSRLSELEAANKELTERKYKGDSTVRELKAKLAGVEEELQRAKQEVLSLR.... Result: 1 (interaction). (4) The miRNA is mmu-miR-486b-3p with sequence CGGGGCAGCUCAGUACAGGA. The protein sequence of the target gene is MGAAASRRRALRSEAMSSVAAKVRAARAFGEYLSQSHPENRNGADHLLADAYSGHDGSPEMQPAPQNKRRLSLVSNGRYEGSISDEAVSGKPAIEGPQPHVYTISREPALLPGSEAEAIELAVVKGRRQRERHPHHHSQPLRASPGSSREDISRPCQSWAGSRQGSKECPGCAQLVPGPSSRAFGLEQPPLPEAPGRHKKLERMYSVDGVSDDVPIRTWFPKENLFSFQTATTTMQAISVFRGYAERKRRKRENDSASVIQRNFRKHLRMVGSRRVKAQTFAERRERSFSRSWSDPTPMK.... Result: 0 (no interaction). (5) The miRNA is cel-lsy-6-3p with sequence UUUUGUAUGAGACGCAUUUCGA. The protein sequence of the target gene is MVQKKKFCPRLLDYLVIVGARHPSSDSVAQTPELLRRYPLEDHTEFPLPPDVVFFCQPEGCLSVRQRRMSLRDDTSFVFTLTDKDTGVTRYGICVNFYRSFQKRISKEKGEGGAGSRGKEGTHATCASEEGGTESSESGSSLQPLSADSTPDVNQSPRGKRRAKAGSRSRNSTLTSLCVLSHYPFFSTFRECLYTLKRLVDCCSERLLGKKLGIPRGVQRDTMWRIFTGSLLVEEKSSALLHDLREIEAWIYRLLRSPVPVSGQKRVDIEVLPQELQPALTFALPDPSRFTLVDFPLHLP.... Result: 0 (no interaction). (6) The miRNA is hsa-miR-2115-3p with sequence CAUCAGAAUUCAUGGAGGCUAG. The protein sequence of the target gene is MCCWPLLLLWGLLPGTAAGGSGRTYPHRTLLDSEGKYWLGWSQRGSQIAFRLQVRTAGYVGFGFSPTGAMASADIVVGGVAHGRPYLQDYFTNANRELKKDAQQDYHLEYAMENSTHTIIEFTRELHTCDINDKSITDSTVRVIWAYHHEDAGEAGPKYHDSNRGTKSLRLLNPEKTSVLSTALPYFDLVNQDVPIPNKDTTYWCQMFKIPVFQEKHHVIKVEPVIQRGHESLVHHILLYQCSNNFNDSVLESGHECYHPNMPDAFLTCETVIFAWAIGGEGFSYPPHVGLSLGTPLDPH.... Result: 0 (no interaction). (7) The miRNA is hsa-miR-548ao-5p with sequence AGAAGUAACUACGGUUUUUGCA. The protein sequence of the target gene is MSFDPNLLHNNGHNGYPNGTSAALRETGVIEKLLTSYGFIQCSERQARLFFHCSQYNGNLQDLKVGDDVEFEVSSDRRTGKPIAVKLVKIKQEILPEERMNGQVVCAVPHNLESKSPAAPGQSPTGSVCYERNGEVFYLTYTPEDVEGNVQLETGDKINFVIDNNKHTGAVSARNIMLLKKKQARCQGVVCAMKEAFGFIERGDVVKEIFFHYSEFKGDLETLQPGDDVEFTIKDRNGKEVATDVRLLPQGTVIFEDISIEHFEGTVTKVIPKVPSKNQNDPLPGRIKVDFVIPKELPFG.... Result: 1 (interaction). (8) The miRNA is hsa-miR-877-3p with sequence UCCUCUUCUCCCUCCUCCCAG. The protein sequence of the target gene is MASNNTASIAQARKLVEQLKMEANIDRIKVSKAAADLMAYCEAHAKEDPLLTPVPASENPFREKKFFCAIL. Result: 1 (interaction).